This data is from Full USPTO retrosynthesis dataset with 1.9M reactions from patents (1976-2016). The task is: Predict the reactants needed to synthesize the given product. (1) The reactants are: [CH2:1]([O:8][C:9]1[C:10]([C:18]([O:20][CH3:21])=[O:19])=[N:11][CH:12]=[C:13]([CH:16]=[O:17])[C:14]=1[CH3:15])[C:2]1[CH:7]=[CH:6][CH:5]=[CH:4][CH:3]=1.[F:22][C:23]1[CH:28]=[CH:27][C:26]([Mg]Br)=[CH:25][CH:24]=1.C(=O)(O)[O-]. Given the product [CH2:1]([O:8][C:9]1[C:10]([C:18]([O:20][CH3:21])=[O:19])=[N:11][CH:12]=[C:13]([CH:16]([C:26]2[CH:27]=[CH:28][C:23]([F:22])=[CH:24][CH:25]=2)[OH:17])[C:14]=1[CH3:15])[C:2]1[CH:3]=[CH:4][CH:5]=[CH:6][CH:7]=1, predict the reactants needed to synthesize it. (2) Given the product [Cl:4][CH2:5][CH2:6][CH2:7][CH2:8][CH2:9][CH2:10][C:11]#[C:12][CH:13]([O:17][CH2:18][CH3:19])[O:14][CH2:15][CH3:16], predict the reactants needed to synthesize it. The reactants are: C[Mg]Cl.[Cl:4][CH2:5][CH2:6][CH2:7][CH2:8][CH2:9][CH2:10][C:11]#[CH:12].[CH:13](OCC)([O:17][CH2:18][CH3:19])[O:14][CH2:15][CH3:16].[Cl-].[NH4+].